Task: Predict the reaction yield, written as a fraction of the theoretical maximum amount of product (1.0 means a 100% yield; for example, 0.34 means a 34% yield).. Dataset: Reaction yield outcomes from USPTO patents with 853,638 reactions (1) The reactants are [CH2:1]([O:4][CH:5]([C:10]1[N:14]([CH3:15])[N:13]=[CH:12][C:11]=1[N+:16]([O-:18])=[O:17])[CH2:6][CH2:7][CH:8]=[CH2:9])C=C. The catalyst is C1(C)C=CC=CC=1. The product is [CH3:15][N:14]1[C:10]([CH:5]2[CH2:6][CH2:7][CH:8]=[CH:9][CH2:1][O:4]2)=[C:11]([N+:16]([O-:18])=[O:17])[CH:12]=[N:13]1. The yield is 0.750. (2) The reactants are N[C:2]1[NH:6][N:5]=[C:4]([C:7]([O:9][CH3:10])=[O:8])[N:3]=1.OS(O)(=O)=O.N([O-])=O.[Na+].[K+].[Br-:21]. The catalyst is O. The product is [Br:21][C:2]1[NH:6][N:5]=[C:4]([C:7]([O:9][CH3:10])=[O:8])[N:3]=1. The yield is 0.580. (3) The reactants are [C:1]([O:6][CH2:7][CH3:8])(=[O:5])[CH:2]([CH3:4])[CH3:3].[Li+].CC([N-]C(C)C)C.Br[CH2:18][CH2:19][CH2:20][CH2:21][CH2:22][Br:23].[NH4+].[Cl-].Cl. The catalyst is C1COCC1.CN1C(=O)N(C)CCC1. The product is [Br:23][CH2:22][CH2:21][CH2:20][CH2:19][CH2:18][C:2]([CH3:4])([CH3:3])[C:1]([O:6][CH2:7][CH3:8])=[O:5]. The yield is 0.320. (4) The reactants are [CH3:1][C:2]1([CH3:29])[O:6][C@H:5]([CH2:7][N:8]2[CH:12]=[CH:11][C:10]([NH:13][C:14](=[O:28])[CH:15]([N:20]3[C:25](=[O:26])[CH:24]=[C:23](I)[CH:22]=[N:21]3)[CH2:16][CH:17]([CH3:19])[CH3:18])=[N:9]2)[CH2:4][O:3]1.C(=O)([O-])[O-].[K+].[K+].C1(P(C2C=CC=CC=2)C2C=CC3C(=CC=CC=3)C=2C2C3C(=CC=CC=3)C=CC=2P(C2C=CC=CC=2)C2C=CC=CC=2)C=CC=CC=1.[Cl:82][C:83]1[CH:89]=[CH:88][CH:87]=[CH:86][C:84]=1[NH2:85]. The catalyst is C([O-])(=O)C.[Pd+2].C([O-])(=O)C.C1(C)C=CC=CC=1. The product is [CH3:1][C:2]1([CH3:29])[O:6][C@H:5]([CH2:7][N:8]2[CH:12]=[CH:11][C:10]([NH:13][C:14](=[O:28])[CH:15]([N:20]3[C:25](=[O:26])[CH:24]=[C:23]([NH:85][C:84]4[CH:86]=[CH:87][CH:88]=[CH:89][C:83]=4[Cl:82])[CH:22]=[N:21]3)[CH2:16][CH:17]([CH3:19])[CH3:18])=[N:9]2)[CH2:4][O:3]1. The yield is 0.800. (5) The reactants are [CH3:1][O:2][C:3](=[O:16])[C:4]1[CH:9]=[C:8]([C:10]#[CH:11])[C:7]([CH:12]([CH3:14])[CH3:13])=[CH:6][C:5]=1[NH2:15].[N:17]1[CH:22]=[CH:21]N=N[N:18]=1. The catalyst is ClCCCl. The product is [CH3:1][O:2][C:3](=[O:16])[C:4]1[CH:9]=[C:8]([C:10]2[CH:21]=[CH:22][N:17]=[N:18][CH:11]=2)[C:7]([CH:12]([CH3:14])[CH3:13])=[CH:6][C:5]=1[NH2:15]. The yield is 0.260. (6) The reactants are [F:1][C:2]1[CH:7]=[CH:6][C:5]([NH:8][C:9]([C:11]2([C:14]([O:16]C)=[O:15])[CH2:13][CH2:12]2)=[O:10])=[CH:4][CH:3]=1.O.O.[OH-].[Li+]. The catalyst is C1COCC1.C(OCC)(=O)C. The product is [F:1][C:2]1[CH:3]=[CH:4][C:5]([NH:8][C:9]([C:11]2([C:14]([OH:16])=[O:15])[CH2:12][CH2:13]2)=[O:10])=[CH:6][CH:7]=1. The yield is 0.940. (7) The reactants are [CH3:1][O:2][CH2:3][O:4][C:5]1[CH:10]=[C:9]([O:11][CH2:12][O:13][CH3:14])[CH:8]=[CH:7][C:6]=1[O:15][CH2:16][CH2:17][CH3:18].[Li][CH2:20]CCC.CI. The catalyst is C1COCC1. The product is [CH3:14][O:13][CH2:12][O:11][C:9]1[CH:8]=[CH:7][C:6]([O:15][CH2:16][CH2:17][CH3:18])=[C:5]([O:4][CH2:3][O:2][CH3:1])[C:10]=1[CH3:20]. The yield is 0.950.